Dataset: Full USPTO retrosynthesis dataset with 1.9M reactions from patents (1976-2016). Task: Predict the reactants needed to synthesize the given product. (1) Given the product [CH2:7]([O:25][C:18]1[CH:19]=[CH:20][C:21]([N+:22]([O-:24])=[O:23])=[C:16]([F:15])[CH:17]=1)[C:8]1[CH:13]=[CH:12][CH:11]=[CH:10][CH:9]=1, predict the reactants needed to synthesize it. The reactants are: C([O-])([O-])=O.[K+].[K+].[CH2:7](Br)[C:8]1[CH:13]=[CH:12][CH:11]=[CH:10][CH:9]=1.[F:15][C:16]1[CH:17]=[C:18]([OH:25])[CH:19]=[CH:20][C:21]=1[N+:22]([O-:24])=[O:23]. (2) The reactants are: Br[C:2]1[C:3]([F:10])=[C:4]([NH2:9])[CH:5]=[CH:6][C:7]=1[F:8].C([Sn](CCCC)(CCCC)[C:16]1[CH:21]=[CH:20][CH:19]=[CH:18][N:17]=1)CCC.[Cl-].[Li+]. Given the product [F:10][C:3]1[C:2]([C:16]2[CH:21]=[CH:20][CH:19]=[CH:18][N:17]=2)=[C:7]([F:8])[CH:6]=[CH:5][C:4]=1[NH2:9], predict the reactants needed to synthesize it. (3) Given the product [CH2:17]([N:16]1[C:3]2[CH:4]=[C:5]([CH:6]=[C:7]3[S:11][C:10](=[O:12])[NH:9][C:8]3=[O:13])[CH:14]=[CH:15][C:2]=2[N:1]=[CH:19]1)[CH3:18], predict the reactants needed to synthesize it. The reactants are: [NH2:1][C:2]1[CH:15]=[CH:14][C:5]([CH:6]=[C:7]2[S:11][C:10](=[O:12])[NH:9][C:8]2=[O:13])=[CH:4][C:3]=1[NH:16][CH2:17][CH3:18].[CH:19](O)=O. (4) Given the product [Br:15][C:16]1[C:17]2[CH:43]=[CH:42][CH:41]=[CH:40][C:18]=2[O:19][C:20]=1[C:21]1[C:22]([CH3:39])=[N:23][N:24]2[C:29]3[N:30]([CH:33]([CH2:34][CH3:35])[CH2:36][CH3:37])[CH:31]=[CH:32][C:28]=3[C:27]([CH3:38])=[N:26][C:25]=12, predict the reactants needed to synthesize it. The reactants are: C(C1C(=O)C(Cl)=C(Cl)C(=O)C=1C#N)#N.[Br:15][C:16]1[C:17]2[CH:43]=[CH:42][CH:41]=[CH:40][C:18]=2[O:19][C:20]=1[C:21]1[C:22]([CH3:39])=[N:23][N:24]2[C:29]3[N:30]([CH:33]([CH2:36][CH3:37])[CH2:34][CH3:35])[CH2:31][CH2:32][C:28]=3[C:27]([CH3:38])=[N:26][C:25]=12. (5) Given the product [N:24]1([C:20]2[N:19]=[C:18]([C:14]3[CH:13]=[C:12]([NH:11][C:9](=[O:10])[O:37][C:34]4[CH:35]=[CH:36][C:31]([Cl:30])=[CH:32][C:33]=4[CH3:38])[CH:17]=[CH:16][CH:15]=3)[CH:23]=[CH:22][CH:21]=2)[CH2:25][CH2:26][CH2:27][CH2:28]1, predict the reactants needed to synthesize it. The reactants are: ClC1C=CC(N(C)[C:9]([NH:11][C:12]2[CH:17]=[CH:16][CH:15]=[C:14]([C:18]3[CH:23]=[CH:22][CH:21]=[C:20]([N:24]4[CH2:28][CH2:27][CH2:26][CH2:25]4)[N:19]=3)[CH:13]=2)=[O:10])=CC=1.[Cl:30][C:31]1[CH:36]=[CH:35][C:34]([OH:37])=[C:33]([CH3:38])[CH:32]=1. (6) Given the product [Cl:1][C:2]1[N:6]([CH2:12][C:13]2[CH:18]=[CH:17][C:16]([O:19][CH3:20])=[CH:15][CH:14]=2)[C:5]2[CH:7]=[CH:8][CH:9]=[CH:10][C:4]=2[N:3]=1, predict the reactants needed to synthesize it. The reactants are: [Cl:1][C:2]1[NH:6][C:5]2[CH:7]=[CH:8][CH:9]=[CH:10][C:4]=2[N:3]=1.Cl[CH2:12][C:13]1[CH:18]=[CH:17][C:16]([O:19][CH3:20])=[CH:15][CH:14]=1.C(=O)([O-])[O-].[K+].[K+]. (7) Given the product [CH2:24]([O:26][C:27]([C:29]1[C:30]2[S:38][CH:37]=[C:36]([CH2:39][O:21][C:17]3[CH:18]=[CH:19][CH:20]=[C:15]([O:14][CH2:13][C:12]4[CH:11]=[CH:10][C:9]([O:8][CH3:7])=[CH:23][CH:22]=4)[CH:16]=3)[C:31]=2[C:32]([Cl:35])=[N:33][CH:34]=1)=[O:28])[CH3:25], predict the reactants needed to synthesize it. The reactants are: C(=O)([O-])[O-].[K+].[K+].[CH3:7][O:8][C:9]1[CH:23]=[CH:22][C:12]([CH2:13][O:14][C:15]2[CH:16]=[C:17]([OH:21])[CH:18]=[CH:19][CH:20]=2)=[CH:11][CH:10]=1.[CH2:24]([O:26][C:27]([C:29]1[C:30]2[S:38][CH:37]=[C:36]([CH2:39]Br)[C:31]=2[C:32]([Cl:35])=[N:33][CH:34]=1)=[O:28])[CH3:25].